Task: Predict which catalyst facilitates the given reaction.. Dataset: Catalyst prediction with 721,799 reactions and 888 catalyst types from USPTO (1) Reactant: C([Li])CCC.CCCCCC.[Cl:12][C:13]1[CH:14]=[C:15]2[C:19](=[CH:20][C:21]=1[F:22])[NH:18][CH:17]=[CH:16]2.CC([O-])(C)C.[K+].[C:29](=[O:31])=[O:30]. Product: [Cl:12][C:13]1[CH:14]=[C:15]2[C:19](=[C:20]([C:29]([OH:31])=[O:30])[C:21]=1[F:22])[NH:18][CH:17]=[CH:16]2. The catalyst class is: 20. (2) Reactant: Cl[C:2]1[CH:7]=[C:6]([N+:8]([O-:10])=[O:9])[CH:5]=[CH:4][N:3]=1.[CH:11]1([N:16]2[CH2:21][CH2:20][NH:19][CH2:18][CH2:17]2)[CH2:15][CH2:14][CH2:13][CH2:12]1.C(N(CC)C(C)C)(C)C. Product: [CH:11]1([N:16]2[CH2:17][CH2:18][N:19]([C:2]3[CH:7]=[C:6]([N+:8]([O-:10])=[O:9])[CH:5]=[CH:4][N:3]=3)[CH2:20][CH2:21]2)[CH2:12][CH2:13][CH2:14][CH2:15]1. The catalyst class is: 18. (3) Reactant: [C:1]1([S:7]([CH2:10][C:11]2[C:16]([C:17]([O:19]C)=[O:18])=[C:15]([O:21][CH2:22][CH2:23][NH:24]C(OC(C)(C)C)=O)[C:14]([CH2:32][CH3:33])=[CH:13][CH:12]=2)(=[O:9])=[O:8])[CH:6]=[CH:5][CH:4]=[CH:3][CH:2]=1.[OH-:34].[Li+]. Product: [C:1]1([S:7]([CH2:10][C:11]2[C:16]([C:17]([OH:19])=[O:18])=[C:15]([O:21][CH2:22][CH2:23][NH:24][O:34][C:11]([CH3:16])([CH3:12])[CH3:10])[C:14]([CH2:32][CH3:33])=[CH:13][CH:12]=2)(=[O:8])=[O:9])[CH:6]=[CH:5][CH:4]=[CH:3][CH:2]=1. The catalyst class is: 38. (4) Reactant: [C:1]([O:5][C:6]([NH:8][CH2:9][CH2:10][S:11][C:12]([CH3:21])([CH3:20])[C:13](OC(C)(C)C)=[O:14])=[O:7])([CH3:4])([CH3:3])[CH3:2].[H-].C([Al+]CC(C)C)C(C)C.C1(C)C=CC=CC=1.O.O.O.O.O.O.O.O.O.O.S([O-])([O-])(=O)=O.[Na+].[Na+].S([O-])([O-])(=O)=O.[Mg+2]. Product: [OH:14][CH2:13][C:12]([S:11][CH2:10][CH2:9][NH:8][C:6](=[O:7])[O:5][C:1]([CH3:4])([CH3:3])[CH3:2])([CH3:21])[CH3:20]. The catalyst class is: 11. (5) Reactant: [Cl-].O[NH3+:3].[C:4](=[O:7])([O-])[OH:5].[Na+].CS(C)=O.[CH2:13]([C:17]1[N:21]([CH2:22][C:23]2[CH:28]=[CH:27][C:26]([C:29]3[C:30]([C:35]#[N:36])=[CH:31][CH:32]=[CH:33][CH:34]=3)=[CH:25][CH:24]=2)[C:20](=[O:37])[N:19]([CH2:38][C:39]([C:41]2[CH:46]=[CH:45][C:44]([F:47])=[CH:43][CH:42]=2)=[O:40])[N:18]=1)[CH2:14][CH2:15][CH3:16]. Product: [CH2:13]([C:17]1[N:21]([CH2:22][C:23]2[CH:24]=[CH:25][C:26]([C:29]3[CH:34]=[CH:33][CH:32]=[CH:31][C:30]=3[C:35]3[NH:3][C:4](=[O:7])[O:5][N:36]=3)=[CH:27][CH:28]=2)[C:20](=[O:37])[N:19]([CH2:38][C:39]([C:41]2[CH:46]=[CH:45][C:44]([F:47])=[CH:43][CH:42]=2)=[O:40])[N:18]=1)[CH2:14][CH2:15][CH3:16]. The catalyst class is: 13.